From a dataset of Reaction yield outcomes from USPTO patents with 853,638 reactions. Predict the reaction yield, written as a fraction of the theoretical maximum amount of product (1.0 means a 100% yield; for example, 0.34 means a 34% yield). (1) The reactants are FC1C=CC(CBr)=CC=1.[CH3:10][S:11]([C:14]1[CH:21]=[CH:20][C:17]([CH2:18]Br)=[CH:16][CH:15]=1)(=[O:13])=[O:12].[CH3:22][C:23]1[CH:27]=[C:26]([N:28]2[C:32](=[O:33])[NH:31][N:30]=[CH:29]2)[S:25][C:24]=1[C:34]([O:36][CH2:37][CH3:38])=[O:35]. No catalyst specified. The product is [CH3:22][C:23]1[CH:27]=[C:26]([N:28]2[C:32](=[O:33])[N:31]([CH2:18][C:17]3[CH:20]=[CH:21][C:14]([S:11]([CH3:10])(=[O:13])=[O:12])=[CH:15][CH:16]=3)[N:30]=[CH:29]2)[S:25][C:24]=1[C:34]([O:36][CH2:37][CH3:38])=[O:35]. The yield is 0.810. (2) The yield is 0.290. The product is [CH3:11][C:12]([N:4]1[CH:5]=[C:6]([C:7]([O:9][CH3:10])=[O:8])[C:2]([CH3:1])=[N:3]1)([CH3:13])[CH2:14][CH3:15]. The reactants are [CH3:1][C:2]1[C:6]([C:7]([O:9][CH3:10])=[O:8])=[CH:5][NH:4][N:3]=1.[CH3:11][C:12](=[CH:14][CH3:15])[CH3:13].O.C1(C)C=CC(S(O)(=O)=O)=CC=1.C(=O)([O-])O.[Na+]. The catalyst is C(#N)C. (3) The reactants are C1COC23OCCOC2([C@]2(CC[C@H]4[C@@H](CC(=C)C5[C@]4(C)CCCC5)[C@@H]2C3)C)O1.[C:29]([C@@H:31]1[CH:48]2[C@:43]([CH3:50])([CH2:44][CH2:45][C:46](=[O:49])[CH2:47]2)[C@@H:42]2[C@H:33]([C@H:34]3[C@@:38]([CH2:40][CH2:41]2)([CH3:39])[C:37](=[O:51])[CH2:36][CH2:35]3)[CH2:32]1)#N. No catalyst specified. The product is [CH2:29]=[C:31]1[CH:48]2[C@:43]([CH3:50])([CH2:44][CH2:45][C:46](=[O:49])[CH2:47]2)[C@@H:42]2[C@H:33]([C@H:34]3[C@@:38]([CH2:40][CH2:41]2)([CH3:39])[C:37](=[O:51])[CH2:36][CH2:35]3)[CH2:32]1. The yield is 0.870. (4) The reactants are [Br:1][C:2]1[N:3]=[C:4]([S:12][CH3:13])[C:5]2[N:6]([C:8](I)=[CH:9][N:10]=2)[CH:7]=1.P([O-])([O-])([O-])=O.[K+].[K+].[K+].[CH:22]1([NH:25][C:26]([C:28]2[CH:33]=[CH:32][C:31](B(O)O)=[CH:30][CH:29]=2)=[O:27])[CH2:24][CH2:23]1.C(OCC)(=O)C. The catalyst is C1COCC1.O.C1C=CC(P(C2C=CC=CC=2)[C-]2C=CC=C2)=CC=1.C1C=CC(P(C2C=CC=CC=2)[C-]2C=CC=C2)=CC=1.Cl[Pd]Cl.[Fe+2]. The product is [Br:1][C:2]1[N:3]=[C:4]([S:12][CH3:13])[C:5]2[N:6]([C:8]([C:31]3[CH:32]=[CH:33][C:28]([C:26]([NH:25][CH:22]4[CH2:23][CH2:24]4)=[O:27])=[CH:29][CH:30]=3)=[CH:9][N:10]=2)[CH:7]=1. The yield is 0.563. (5) The reactants are [F:1][CH:2]([F:12])[CH2:3][N:4]1[CH:8]=[C:7]([N+:9]([O-])=O)[CH:6]=[N:5]1. The catalyst is CO. The product is [F:1][CH:2]([F:12])[CH2:3][N:4]1[CH:8]=[C:7]([NH2:9])[CH:6]=[N:5]1. The yield is 0.930. (6) The reactants are [Br:1][C:2]1[CH:3]=[CH:4][C:5]([F:30])=[C:6]([C@@:8]2([CH3:29])[N:16]([CH2:17][C:18]3[CH:23]=[CH:22][C:21]([O:24][CH3:25])=[CH:20][C:19]=3[O:26][CH3:27])[C:15](=[O:28])[C:11]3([CH2:14][CH2:13][CH2:12]3)S[CH2:9]2)[CH:7]=1.O[O:32][S:33]([O-:35])=O.[K+]. The catalyst is CO. The product is [Br:1][C:2]1[CH:3]=[CH:4][C:5]([F:30])=[C:6]([C@@:8]2([CH3:9])[N:16]([CH2:17][C:18]3[CH:23]=[CH:22][C:21]([O:24][CH3:25])=[CH:20][C:19]=3[O:26][CH3:27])[C:15](=[O:28])[C:11]3([CH2:14][CH2:13][CH2:12]3)[S:33](=[O:35])(=[O:32])[CH2:29]2)[CH:7]=1. The yield is 0.945.